This data is from Forward reaction prediction with 1.9M reactions from USPTO patents (1976-2016). The task is: Predict the product of the given reaction. (1) Given the reactants N[C:2]1[CH:7]=[CH:6][N:5]=[C:4]([NH:8][CH2:9][CH2:10][CH2:11][O:12][C:13]2[CH:28]=[CH:27][C:16]3[CH2:17][CH:18]([CH2:23][C:24]([OH:26])=[O:25])[C:19](=[O:22])[NH:20][CH2:21][C:15]=3[CH:14]=2)[CH:3]=1.Cl.O1CCO[CH2:32][CH2:31]1.[CH2:36](N(CC)CC)C, predict the reaction product. The product is: [N:5]1[CH:6]=[CH:7][CH:2]=[CH:3][C:4]=1[NH:8][CH2:9][CH2:10][CH2:11][O:12][C:13]1[CH:28]=[CH:27][C:16]2[CH2:17][CH:18]([CH2:23][C:24]([O:26][CH2:31][CH3:32])=[O:25])[C:19](=[O:22])[N:20]([CH3:36])[CH2:21][C:15]=2[CH:14]=1. (2) Given the reactants [Cl:1][C:2]1[CH:3]=[C:4]2[C:8](=[CH:9][CH:10]=1)[NH:7][C:6]([C:11]([NH:13][C@@H:14]1[CH2:19][CH2:18][C@@H:17]([C:20]([O:22]CC)=[O:21])[CH2:16][C@@H:15]1[NH:25][C:26]([C:28]1[S:29][C:30]3[CH2:31][N:32]([CH3:37])[CH2:33][CH2:34][C:35]=3[N:36]=1)=[O:27])=[O:12])=[CH:5]2.C(O)C.[OH-].[Na+].Cl, predict the reaction product. The product is: [C:20]([C@@H:17]1[CH2:18][CH2:19][C@@H:14]([NH:13][C:11]([C:6]2[NH:7][C:8]3[C:4]([CH:5]=2)=[CH:3][C:2]([Cl:1])=[CH:10][CH:9]=3)=[O:12])[C@@H:15]([NH:25][C:26]([C:28]2[S:29][C:30]3[CH2:31][N:32]([CH3:37])[CH2:33][CH2:34][C:35]=3[N:36]=2)=[O:27])[CH2:16]1)([OH:22])=[O:21]. (3) Given the reactants [CH:1]([C:4]1[N:8]=[C:7]([N:9]2[CH2:14][CH2:13][CH:12]([C@H:15]([CH3:19])[CH2:16][CH2:17][OH:18])[CH2:11][CH2:10]2)[O:6][N:5]=1)([CH3:3])[CH3:2].F[C:21]1[CH:26]=[CH:25][C:24]([S:27]([CH3:30])(=[O:29])=[O:28])=[CH:23][N:22]=1, predict the reaction product. The product is: [CH:1]([C:4]1[N:8]=[C:7]([N:9]2[CH2:14][CH2:13][CH:12]([C@H:15]([CH3:19])[CH2:16][CH2:17][O:18][C:21]3[CH:26]=[CH:25][C:24]([S:27]([CH3:30])(=[O:29])=[O:28])=[CH:23][N:22]=3)[CH2:11][CH2:10]2)[O:6][N:5]=1)([CH3:3])[CH3:2]. (4) Given the reactants C([O:8][C:9]1[CH:10]=[C:11]([CH:34]=[CH:35][CH:36]=1)[CH2:12][N:13]1[C:21]2[C:16](=[CH:17][CH:18]=[CH:19][CH:20]=2)[C:15]2([CH2:25][O:24][C:23]3[CH:26]=[C:27]4[C:31](=[CH:32][C:22]2=3)[CH2:30][CH2:29][O:28]4)[C:14]1=[O:33])C1C=CC=CC=1, predict the reaction product. The product is: [OH:8][C:9]1[CH:10]=[C:11]([CH:34]=[CH:35][CH:36]=1)[CH2:12][N:13]1[C:21]2[C:16](=[CH:17][CH:18]=[CH:19][CH:20]=2)[C:15]2([CH2:25][O:24][C:23]3[CH:26]=[C:27]4[C:31](=[CH:32][C:22]2=3)[CH2:30][CH2:29][O:28]4)[C:14]1=[O:33]. (5) Given the reactants [CH3:1][C:2]1([CH3:32])[C:6]2[C:7]([O:11][C:12]3[N:17]=[CH:16][C:15]([NH:18][C:19]([C@H:21]([NH:24]C(=O)OC(C)(C)C)[CH2:22][CH3:23])=[O:20])=[CH:14][N:13]=3)=[CH:8][CH:9]=[CH:10][C:5]=2[O:4][CH2:3]1.C(O)(C(F)(F)F)=O, predict the reaction product. The product is: [NH2:24][C@H:21]([CH2:22][CH3:23])[C:19]([NH:18][C:15]1[CH:14]=[N:13][C:12]([O:11][C:7]2[C:6]3[C:2]([CH3:1])([CH3:32])[CH2:3][O:4][C:5]=3[CH:10]=[CH:9][CH:8]=2)=[N:17][CH:16]=1)=[O:20]. (6) The product is: [C:34]([N:37]1[CH2:43][CH2:42][CH2:41][N:40]([CH2:25][CH2:26][CH2:27][CH2:28][C:29]([NH:14][C:11]2[CH:10]=[C:9]([C:6]3[CH:5]=[CH:4][C:3]([O:2][CH3:1])=[CH:8][CH:7]=3)[NH:13][N:12]=2)=[O:30])[CH2:39][CH2:38]1)(=[O:36])[CH3:35]. Given the reactants [CH3:1][O:2][C:3]1[CH:8]=[CH:7][C:6]([C:9]2[NH:13][N:12]=[C:11]([NH2:14])[CH:10]=2)=[CH:5][CH:4]=1.C(N(CC)C(C)C)(C)C.Br[CH2:25][CH2:26][CH2:27][CH2:28][C:29](Cl)=[O:30].[I-].[Na+].[C:34]([N:37]1[CH2:43][CH2:42][CH2:41][NH:40][CH2:39][CH2:38]1)(=[O:36])[CH3:35], predict the reaction product.